Dataset: Forward reaction prediction with 1.9M reactions from USPTO patents (1976-2016). Task: Predict the product of the given reaction. (1) Given the reactants [Cl:1][C:2]1[CH:7]=[C:6]([C:8]2[N:13]=[C:12]([S:14][CH3:15])[N:11]=[C:10]([NH:16][CH2:17][CH2:18][OH:19])[CH:9]=2)[CH:5]=[CH:4][N:3]=1.[CH3:20][C:21]([Si:24](Cl)([C:31]1[CH:36]=[CH:35][CH:34]=[CH:33][CH:32]=1)[C:25]1[CH:30]=[CH:29][CH:28]=[CH:27][CH:26]=1)([CH3:23])[CH3:22], predict the reaction product. The product is: [C:21]([Si:24]([C:31]1[CH:36]=[CH:35][CH:34]=[CH:33][CH:32]=1)([C:25]1[CH:26]=[CH:27][CH:28]=[CH:29][CH:30]=1)[O:19][CH2:18][CH2:17][NH:16][C:10]1[CH:9]=[C:8]([C:6]2[CH:5]=[CH:4][N:3]=[C:2]([Cl:1])[CH:7]=2)[N:13]=[C:12]([S:14][CH3:15])[N:11]=1)([CH3:23])([CH3:20])[CH3:22]. (2) The product is: [Br:20][CH2:16][C:13]1[CH:14]=[CH:15][C:10]([CH2:9][CH2:8][N:5]2[CH:6]=[CH:7][C:2]([OH:1])=[CH:3][C:4]2=[O:18])=[CH:11][CH:12]=1. Given the reactants [OH:1][C:2]1[CH:7]=[CH:6][N:5]([CH2:8][CH2:9][C:10]2[CH:15]=[CH:14][C:13]([CH2:16]O)=[CH:12][CH:11]=2)[C:4](=[O:18])[CH:3]=1.P(Br)(Br)[Br:20], predict the reaction product. (3) Given the reactants [Br:1][C:2]1[CH:3]=[C:4]2[C:9](=[CH:10][CH:11]=1)[O:8][C:7]([CH3:16])([C:12]([F:15])([F:14])[F:13])[CH2:6][C@@H:5]2[NH2:17].[O:18]1[CH2:20][C@@H:19]1[C@@H:21]([NH:29][C:30](=[O:36])[O:31][C:32]([CH3:35])([CH3:34])[CH3:33])[CH2:22][C:23]1[CH:28]=[CH:27][CH:26]=[CH:25][CH:24]=1, predict the reaction product. The product is: [Br:1][C:2]1[CH:3]=[C:4]2[C:9](=[CH:10][CH:11]=1)[O:8][C:7]([CH3:16])([C:12]([F:14])([F:13])[F:15])[CH2:6][C@@H:5]2[NH:17][CH2:20][C@@H:19]([OH:18])[C@@H:21]([NH:29][C:30](=[O:36])[O:31][C:32]([CH3:34])([CH3:33])[CH3:35])[CH2:22][C:23]1[CH:28]=[CH:27][CH:26]=[CH:25][CH:24]=1.[C:7]([OH:18])([C:12]([F:15])([F:14])[F:13])=[O:8]. (4) Given the reactants [CH3:1][C:2]1([CH3:20])[CH2:6][C:5]2[C:7]([CH3:19])=[C:8]([N:13]3[CH2:18][CH2:17][NH:16][CH2:15][CH2:14]3)[C:9]([CH3:12])=[C:10]([CH3:11])[C:4]=2[O:3]1.Br[C:22]1[CH:27]=[CH:26][C:25]([Cl:28])=[C:24]([O:29][CH3:30])[CH:23]=1, predict the reaction product. The product is: [Cl:28][C:25]1[CH:26]=[CH:27][C:22]([N:16]2[CH2:15][CH2:14][N:13]([C:8]3[C:9]([CH3:12])=[C:10]([CH3:11])[C:4]4[O:3][C:2]([CH3:20])([CH3:1])[CH2:6][C:5]=4[C:7]=3[CH3:19])[CH2:18][CH2:17]2)=[CH:23][C:24]=1[O:29][CH3:30]. (5) The product is: [OH:1][C:2]1[CH:7]=[CH:6][C:5](/[CH:8]=[CH:9]/[C:10]([NH:45][CH2:36][CH2:37][CH2:38][CH2:39][CH2:40][CH2:41][CH2:42][CH2:43][CH3:44])=[O:12])=[C:4]([O:13][CH3:14])[CH:3]=1. Given the reactants [OH:1][C:2]1[CH:7]=[CH:6][C:5](/[CH:8]=[CH:9]/[C:10]([OH:12])=O)=[C:4]([O:13][CH3:14])[CH:3]=1.CCN=C=NCCCN(C)C.C1C=CC2N(O)N=NC=2C=1.[CH2:36]([NH2:45])[CH2:37][CH2:38][CH2:39][CH2:40][CH2:41][CH2:42][CH2:43][CH3:44], predict the reaction product. (6) Given the reactants [CH3:1][N:2]1[C:6]([C:7]2[CH:8]=[CH:9][CH:10]=[C:11]3[C:16]=2[CH:15]=[C:14]([C:17]([O:19][CH3:20])=[O:18])[CH:13]=[CH:12]3)=[CH:5][CH:4]=[N:3]1.[Cl:21]N1C(=O)CCC1=O.C(O)(=O)C, predict the reaction product. The product is: [Cl:21][C:5]1[CH:4]=[N:3][N:2]([CH3:1])[C:6]=1[C:7]1[CH:8]=[CH:9][CH:10]=[C:11]2[C:16]=1[CH:15]=[C:14]([C:17]([O:19][CH3:20])=[O:18])[CH:13]=[CH:12]2.